From a dataset of Forward reaction prediction with 1.9M reactions from USPTO patents (1976-2016). Predict the product of the given reaction. (1) Given the reactants [C:1]([CH2:4][N:5]([CH2:36][C:37]([OH:39])=[O:38])[CH:6]([CH2:24][CH2:25][CH2:26][C:27]1[CH:32]=[CH:31][C:30]([N+:33]([O-])=O)=[CH:29][CH:28]=1)[CH2:7][N:8]([CH2:13][CH2:14][N:15]([CH2:20][C:21]([OH:23])=[O:22])[CH2:16][C:17]([OH:19])=[O:18])[CH2:9][C:10]([OH:12])=[O:11])([OH:3])=[O:2], predict the reaction product. The product is: [NH2:33][C:30]1[CH:31]=[CH:32][C:27]([CH2:26][CH2:25][CH2:24][CH:6]([N:5]([CH2:36][C:37]([OH:39])=[O:38])[CH2:4][C:1]([OH:3])=[O:2])[CH2:7][N:8]([CH2:13][CH2:14][N:15]([CH2:16][C:17]([OH:19])=[O:18])[CH2:20][C:21]([OH:23])=[O:22])[CH2:9][C:10]([OH:12])=[O:11])=[CH:28][CH:29]=1. (2) Given the reactants [Cl:1][CH2:2][C:3](NC1C=C(N2C=CC=N2)N=C(C2OC=CC=2)N=1)=[O:4].[S:22]1[CH:26]=[CH:25][N:24]=[C:23]1[C:27]1[N:32]=[C:31]([NH2:33])[CH:30]=[C:29]([C:34]2[S:35][CH:36]=[CH:37][N:38]=2)[N:28]=1, predict the reaction product. The product is: [S:22]1[CH:26]=[CH:25][N:24]=[C:23]1[C:27]1[N:32]=[C:31]([NH:33][C:3](=[O:4])[CH2:2][Cl:1])[CH:30]=[C:29]([C:34]2[S:35][CH:36]=[CH:37][N:38]=2)[N:28]=1.